Dataset: Full USPTO retrosynthesis dataset with 1.9M reactions from patents (1976-2016). Task: Predict the reactants needed to synthesize the given product. (1) Given the product [CH:14]1([N:7]2[C:6]3[N:19]=[C:2]([NH:30][C:29]4[CH:28]=[CH:27][C:26]([N:22]5[CH:23]=[CH:24][N:25]=[C:21]5[CH3:20])=[CH:32][CH:31]=4)[CH:3]=[CH:4][C:5]=3[C:11](=[O:12])[N:10]([CH3:13])[CH2:9][CH2:8]2)[CH2:18][CH2:17][CH2:16][CH2:15]1, predict the reactants needed to synthesize it. The reactants are: Cl[C:2]1[CH:3]=[CH:4][C:5]2[C:11](=[O:12])[N:10]([CH3:13])[CH2:9][CH2:8][N:7]([CH:14]3[CH2:18][CH2:17][CH2:16][CH2:15]3)[C:6]=2[N:19]=1.[CH3:20][C:21]1[N:22]([C:26]2[CH:32]=[CH:31][C:29]([NH2:30])=[CH:28][CH:27]=2)[CH:23]=[CH:24][N:25]=1. (2) Given the product [C:1]([O:5][C@@H:6]([C:12]1[C:31]([CH3:32])=[CH:30][C:15]2[N:16]=[C:17]([C:19]3[CH:20]=[N:21][C:22]4[N:23]([N:25]=[CH:26][C:27]=4[CH2:28][CH3:29])[CH:24]=3)[S:18][C:14]=2[C:13]=1[C:33]1[CH:38]=[CH:37][C:36]([Cl:39])=[CH:35][CH:34]=1)[C:7]([OH:9])=[O:8])([CH3:2])([CH3:3])[CH3:4], predict the reactants needed to synthesize it. The reactants are: [C:1]([O:5][C@@H:6]([C:12]1[C:31]([CH3:32])=[CH:30][C:15]2[N:16]=[C:17]([C:19]3[CH:20]=[N:21][C:22]4[N:23]([N:25]=[CH:26][C:27]=4[CH2:28][CH3:29])[CH:24]=3)[S:18][C:14]=2[C:13]=1[C:33]1[CH:38]=[CH:37][C:36]([Cl:39])=[CH:35][CH:34]=1)[C:7]([O:9]CC)=[O:8])([CH3:4])([CH3:3])[CH3:2].[I-].[Li+]. (3) Given the product [Cl:19][C:20]1[CH:25]=[CH:24][C:23]([O:7][N:8]2[C:9](=[O:18])[C:10]3=[CH:17][CH:16]=[CH:15][CH:14]=[C:11]3[C:12]2=[O:13])=[CH:22][CH:21]=1, predict the reactants needed to synthesize it. The reactants are: N1C=CC=CC=1.[OH:7][N:8]1[C:12](=[O:13])[C:11]2=[CH:14][CH:15]=[CH:16][CH:17]=[C:10]2[C:9]1=[O:18].[Cl:19][C:20]1[CH:25]=[CH:24][C:23](B(O)O)=[CH:22][CH:21]=1. (4) Given the product [Cl:16][C:17]1[CH:23]=[CH:22][C:20]([NH:21][C:2]2[CH:7]=[C:6]([CH3:8])[N:5]=[C:4]([C:9]3[CH:14]=[CH:13][CH:12]=[CH:11][N:10]=3)[N:3]=2)=[CH:19][CH:18]=1, predict the reactants needed to synthesize it. The reactants are: Cl[C:2]1[CH:7]=[C:6]([CH3:8])[N:5]=[C:4]([C:9]2[CH:14]=[CH:13][CH:12]=[C:11](Cl)[N:10]=2)[N:3]=1.[Cl:16][C:17]1[CH:23]=[CH:22][C:20]([NH2:21])=[CH:19][CH:18]=1.